Dataset: Reaction yield outcomes from USPTO patents with 853,638 reactions. Task: Predict the reaction yield, written as a fraction of the theoretical maximum amount of product (1.0 means a 100% yield; for example, 0.34 means a 34% yield). (1) The reactants are S([O-])([O-])=O.[Na+].[Na+].C(=O)(O)[O-].[Na+].[Br:12][C:13]1[CH:14]=[C:15]([S:20](Cl)(=[O:22])=[O:21])[CH:16]=[C:17]([CH3:19])[CH:18]=1.I[CH3:25]. The catalyst is O.C(OCC)C.C(O)C. The product is [Br:12][C:13]1[CH:14]=[C:15]([S:20]([CH3:25])(=[O:22])=[O:21])[CH:16]=[C:17]([CH3:19])[CH:18]=1. The yield is 0.840. (2) The reactants are [NH2:1][CH2:2][C@@H:3]([OH:7])[CH2:4][O:5][CH3:6].C([O-])([O-])=O.[K+].[K+].[Br:14][C:15]1[CH:16]=[C:17]([CH:22]=[CH:23][C:24]=1[CH2:25]Br)[C:18]([O:20][CH3:21])=[O:19]. The catalyst is CC#N. The product is [Br:14][C:15]1[CH:16]=[C:17]([CH:22]=[CH:23][C:24]=1[CH2:25][NH:1][CH2:2][C@@H:3]([OH:7])[CH2:4][O:5][CH3:6])[C:18]([O:20][CH3:21])=[O:19]. The yield is 0.390. (3) The yield is 0.490. The catalyst is C(OCC)(=O)C. The reactants are Cl.[F:2][C:3]1[C:4]([F:18])=[CH:5][C:6]2[N:15]=[C:14]([NH2:16])[C:13]3[CH:12]=[CH:11][S:10][C:9]=3[NH:8][C:7]=2[CH:17]=1.[CH3:19][O:20][CH2:21][CH2:22][C@H:23]1[CH2:28]N[CH2:26][CH2:25][NH:24]1.CS(C)=O.C1(C)C=CC=CC=1. The product is [F:2][C:3]1[C:4]([F:18])=[CH:5][C:6]2[N:15]=[C:14]([N:16]3[CH2:26][CH2:25][NH:24][C@@H:23]([CH2:22][CH2:21][O:20][CH3:19])[CH2:28]3)[C:13]3[CH:12]=[CH:11][S:10][C:9]=3[NH:8][C:7]=2[CH:17]=1. (4) The reactants are [B-](F)(F)(F)F.C1C=CN=CC=1.C1C=CN=CC=1.[IH2+].COC1C=CC([CH:27]([C:37]2[CH:42]=CC(OC(=O)C(C)(C)C)=CC=2)[CH:28]([C:31]2[CH:36]=[CH:35][CH:34]=[CH:33][CH:32]=2)C=C)=CC=1.[Cl-].[NH4+]. The catalyst is C(Cl)Cl. The product is [CH2:42]1[C:32]2[C:31](=[CH:36][CH:35]=[CH:34][CH:33]=2)[CH2:28][CH2:27][CH2:37]1. The yield is 0.710. (5) The reactants are Br[C:2]1[CH:3]=[C:4]2[C:9](=[CH:10][CH:11]=1)[C:8](=[O:12])[N:7]([CH2:13][CH:14]=[O:15])[CH2:6][CH2:5]2.C(N1CCC2C(=CC=C([I:29])C=2)C1=O)C=C. No catalyst specified. The product is [I:29][C:2]1[CH:3]=[C:4]2[C:9](=[CH:10][CH:11]=1)[C:8](=[O:12])[N:7]([CH2:13][CH:14]=[O:15])[CH2:6][CH2:5]2. The yield is 0.790. (6) The reactants are C(NC(C)C)(C)C.[CH2:8]([O:15][C:16]([CH2:18][C@H:19]1[CH2:24][CH2:23][C@H:22]([O:25][Si:26]([C:29]([CH3:32])([CH3:31])[CH3:30])([CH3:28])[CH3:27])[CH2:21][CH2:20]1)=[O:17])[C:9]1[CH:14]=[CH:13][CH:12]=[CH:11][CH:10]=1.[CH3:33][CH:34]([CH3:47])[C:35](=[O:46])[C:36]([O:38][CH2:39][C:40]1[CH:45]=[CH:44][CH:43]=[CH:42][CH:41]=1)=[O:37].C(O)(=O)C. The catalyst is O1CCCC1.CCCCCC.C(OCC)(=O)C. The product is [Si:26]([O:25][C@H:22]1[CH2:23][CH2:24][C@H:19]([CH:18]([C:16]([O:15][CH2:8][C:9]2[CH:10]=[CH:11][CH:12]=[CH:13][CH:14]=2)=[O:17])[C:35]([OH:46])([CH:34]([CH3:33])[CH3:47])[C:36]([O:38][CH2:39][C:40]2[CH:41]=[CH:42][CH:43]=[CH:44][CH:45]=2)=[O:37])[CH2:20][CH2:21]1)([C:29]([CH3:32])([CH3:31])[CH3:30])([CH3:28])[CH3:27]. The yield is 0.290.